From a dataset of Catalyst prediction with 721,799 reactions and 888 catalyst types from USPTO. Predict which catalyst facilitates the given reaction. (1) Reactant: [C:1]1([CH3:24])[CH:6]=[CH:5][C:4]([C:7]2[N:8]=[C:9]3[CH:14]=[CH:13][C:12]([C:15]4[CH:16]=[C:17]([CH2:21][OH:22])[CH:18]=[CH:19][CH:20]=4)=[CH:11][N:10]3[CH:23]=2)=[CH:3][CH:2]=1.[Cl:25][C:26]1[CH:31]=[CH:30][C:29](O)=[CH:28][CH:27]=1.C(P(CCCC)CCCC)CCC.N(C(N1CCCCC1)=O)=NC(N1CCCCC1)=O. Product: [Cl:25][C:26]1[CH:31]=[CH:30][C:29]([O:22][CH2:21][C:17]2[CH:16]=[C:15]([C:12]3[CH:13]=[CH:14][C:9]4[N:10]([CH:23]=[C:7]([C:4]5[CH:3]=[CH:2][C:1]([CH3:24])=[CH:6][CH:5]=5)[N:8]=4)[CH:11]=3)[CH:20]=[CH:19][CH:18]=2)=[CH:28][CH:27]=1. The catalyst class is: 7. (2) Reactant: C([O:3][C:4]([C:6]1[C:7]([CH3:19])=[N:8][C:9]([C:12]2[CH:17]=[CH:16][C:15]([F:18])=[CH:14][CH:13]=2)=[N:10][CH:11]=1)=[O:5])C.[OH-].[Na+]. Product: [F:18][C:15]1[CH:14]=[CH:13][C:12]([C:9]2[N:8]=[C:7]([CH3:19])[C:6]([C:4]([OH:5])=[O:3])=[CH:11][N:10]=2)=[CH:17][CH:16]=1. The catalyst class is: 5. (3) Reactant: [NH2:1][C:2]1[CH:3]=[C:4]2[C:25](=[CH:26][CH:27]=1)[CH2:24][C:6]1([C:14]3[C:9](=[N:10][CH:11]=[CH:12][CH:13]=3)[N:8]([CH2:15][O:16][CH2:17][CH2:18][Si:19]([CH3:22])([CH3:21])[CH3:20])[C:7]1=[O:23])[CH2:5]2.[C:28](O[C:28]([O:30][C:31]([CH3:34])([CH3:33])[CH3:32])=[O:29])([O:30][C:31]([CH3:34])([CH3:33])[CH3:32])=[O:29]. Product: [O:23]=[C:7]1[N:8]([CH2:15][O:16][CH2:17][CH2:18][Si:19]([CH3:20])([CH3:21])[CH3:22])[C:9]2=[N:10][CH:11]=[CH:12][CH:13]=[C:14]2[C@:6]21[CH2:5][C:4]1[C:25](=[CH:26][CH:27]=[C:2]([NH:1][C:28](=[O:29])[O:30][C:31]([CH3:34])([CH3:33])[CH3:32])[CH:3]=1)[CH2:24]2. The catalyst class is: 22.